This data is from Forward reaction prediction with 1.9M reactions from USPTO patents (1976-2016). The task is: Predict the product of the given reaction. Given the reactants [CH3:1][N:2]1[C:10]([C:11]([NH:13][CH2:14][CH:15]2[CH2:17][CH2:16]2)=[O:12])=[N:9][C:8]2[C:3]1=[N:4][CH:5]=[N:6][C:7]=2[N:18]1[CH2:23][CH2:22][CH:21]([N:24]2[C:28]3[CH:29]=[CH:30][CH:31]=[CH:32][C:27]=3[NH:26][C:25]2=[O:33])[CH2:20][CH2:19]1.[CH:34]1(N2C(C(O)=O)=NC3C2=NC=NC=3N2CCC(N3C4C=CC=CC=4NC3=O)CC2)C[CH2:35]1.C1(N)CC1.CN(C(ON1N=NC2C=CC=NC1=2)=[N+](C)C)C.F[P-](F)(F)(F)(F)F.C(N(C(C)C)CC)(C)C, predict the reaction product. The product is: [CH:1]1([N:2]2[C:10]([C:11]([NH:13][CH2:14][CH:15]3[CH2:17][CH2:16]3)=[O:12])=[N:9][C:8]3[C:3]2=[N:4][CH:5]=[N:6][C:7]=3[N:18]2[CH2:23][CH2:22][CH:21]([N:24]3[C:28]4[CH:29]=[CH:30][CH:31]=[CH:32][C:27]=4[NH:26][C:25]3=[O:33])[CH2:20][CH2:19]2)[CH2:35][CH2:34]1.